From a dataset of Forward reaction prediction with 1.9M reactions from USPTO patents (1976-2016). Predict the product of the given reaction. (1) Given the reactants [NH:1]1[C:5]([C:6]2[CH:11]=[CH:10][C:9]([Br:12])=[CH:8][N:7]=2)=[N:4][N:3]=[N:2]1.I[CH3:14].[OH-].[K+], predict the reaction product. The product is: [CH3:14][N:4]1[C:5]([C:6]2[CH:11]=[CH:10][C:9]([Br:12])=[CH:8][N:7]=2)=[N:1][N:2]=[N:3]1. (2) Given the reactants [NH:1]1[CH2:6][CH2:5][CH2:4][CH2:3][CH2:2]1.[Cl:7][C:8]1[C:9]([CH3:36])=[C:10]([S:14]([N:17]2[CH2:22][CH2:21][CH2:20][C@H:19]([NH:23][C:24](=[O:35])OC3C=CC([N+]([O-])=O)=CC=3)[CH2:18]2)(=[O:16])=[O:15])[CH:11]=[CH:12][CH:13]=1.O1CCCC1, predict the reaction product. The product is: [Cl:7][C:8]1[C:9]([CH3:36])=[C:10]([S:14]([N:17]2[CH2:22][CH2:21][CH2:20][C@H:19]([NH:23][C:24]([N:1]3[CH2:6][CH2:5][CH2:4][CH2:3][CH2:2]3)=[O:35])[CH2:18]2)(=[O:15])=[O:16])[CH:11]=[CH:12][CH:13]=1. (3) Given the reactants [OH:1][C@@H:2]1[CH2:7][CH2:6][CH2:5][C@H:4]([N:8]2C(=O)C3C(=CC=CC=3)C2=O)[CH2:3]1.O.NN.NN.[ClH:24], predict the reaction product. The product is: [ClH:24].[NH2:8][C@@H:4]1[CH2:5][CH2:6][CH2:7][C@H:2]([OH:1])[CH2:3]1.